Dataset: Full USPTO retrosynthesis dataset with 1.9M reactions from patents (1976-2016). Task: Predict the reactants needed to synthesize the given product. Given the product [C:1]([C:3]1[CH:4]=[CH:5][C:6]([CH:9]2[C:18]3[C:17](=[O:19])[CH2:16][CH2:15][CH2:14][C:13]=3[N:12]([C:20]3[CH:25]=[CH:24][CH:23]=[C:22]([C:26]([F:29])([F:27])[F:28])[CH:21]=3)[C:11](=[O:30])[N:10]2[C:31]([NH:54][CH2:53][C:50]2[CH:49]=[CH:48][C:47]([S:44]([CH3:43])(=[O:46])=[O:45])=[CH:52][CH:51]=2)=[O:32])=[CH:7][CH:8]=1)#[N:2], predict the reactants needed to synthesize it. The reactants are: [C:1]([C:3]1[CH:8]=[CH:7][C:6]([CH:9]2[C:18]3[C:17](=[O:19])[CH2:16][CH2:15][CH2:14][C:13]=3[N:12]([C:20]3[CH:25]=[CH:24][CH:23]=[C:22]([C:26]([F:29])([F:28])[F:27])[CH:21]=3)[C:11](=[O:30])[N:10]2[C:31](OC2C=CC([N+]([O-])=O)=CC=2)=[O:32])=[CH:5][CH:4]=1)#[N:2].[CH3:43][S:44]([C:47]1[CH:52]=[CH:51][C:50]([CH2:53][NH2:54])=[CH:49][CH:48]=1)(=[O:46])=[O:45].